Dataset: Full USPTO retrosynthesis dataset with 1.9M reactions from patents (1976-2016). Task: Predict the reactants needed to synthesize the given product. (1) The reactants are: [C:1]([C:4]1[N:5]=[C:6]([C:21]#[N:22])[C:7]2[C:12]([C:13]=1[C:14]1[CH:19]=[CH:18][CH:17]=[C:16]([F:20])[CH:15]=1)=[CH:11][CH:10]=[CH:9][CH:8]=2)(=O)[CH3:2].C([O-])(=O)C.[NH4+].C([BH3-])#[N:29].[Na+]. Given the product [NH2:29][CH:1]([C:4]1[N:5]=[C:6]([C:21]#[N:22])[C:7]2[C:12]([C:13]=1[C:14]1[CH:19]=[CH:18][CH:17]=[C:16]([F:20])[CH:15]=1)=[CH:11][CH:10]=[CH:9][CH:8]=2)[CH3:2], predict the reactants needed to synthesize it. (2) Given the product [O:16]1[CH:15]=[CH:14][CH:13]=[C:12]1[C:18]1[CH:23]=[CH:22][N:21]=[C:20]([C:24]#[N:25])[CH:19]=1, predict the reactants needed to synthesize it. The reactants are: B1([C:12]2[O:16][CH:15]=[CH:14][CH:13]=2)OC(=O)CN(C)CC(=O)O1.I[C:18]1[CH:23]=[CH:22][N:21]=[C:20]([C:24]#[N:25])[CH:19]=1.P([O-])([O-])([O-])=O.[K+].[K+].[K+].C1(P(C2CCCCC2)C2C=CC=CC=2C2C(OC)=CC=CC=2OC)CCCCC1. (3) Given the product [Cl:3][C:4]1[CH:19]=[CH:18][C:7]2[N:8]=[C:9]([NH:11][C@H:12]3[CH2:13][O:14][CH2:15][C@H:16]3[NH:17][C:31](=[O:32])[C:30]3[C:34]([O:38][CH3:39])=[CH:35][CH:36]=[CH:37][C:29]=3[O:28][CH3:27])[S:10][C:6]=2[CH:5]=1, predict the reactants needed to synthesize it. The reactants are: Cl.Cl.[Cl:3][C:4]1[CH:19]=[CH:18][C:7]2[N:8]=[C:9]([NH:11][C@H:12]3[C@@H:16]([NH2:17])[CH2:15][O:14][CH2:13]3)[S:10][C:6]=2[CH:5]=1.C(N(CC)CC)C.[CH3:27][O:28][C:29]1[CH:37]=[CH:36][CH:35]=[C:34]([O:38][CH3:39])[C:30]=1[C:31](Cl)=[O:32].C(=O)(O)[O-].[Na+]. (4) Given the product [C:1]([O:5][C:6](=[O:39])[C:7]1[CH:19]=[C:18]([O:20][CH2:21][CH2:22][CH2:23][CH2:24][CH2:25][CH2:26][CH2:27][CH2:28][CH2:29][C:30](=[O:38])[NH:31][CH2:32][CH2:33][CH2:34][C:35]([O:37][N:62]2[C:67](=[O:68])[CH2:66][CH2:65][C:63]2=[O:64])=[O:36])[CH:17]=[C:9]([C:10]([O:12][C:13]([CH3:16])([CH3:15])[CH3:14])=[O:11])[CH:8]=1)([CH3:2])([CH3:3])[CH3:4], predict the reactants needed to synthesize it. The reactants are: [C:1]([O:5][C:6](=[O:39])[C:7]1[CH:19]=[C:18]([O:20][CH2:21][CH2:22][CH2:23][CH2:24][CH2:25][CH2:26][CH2:27][CH2:28][CH2:29][C:30](=[O:38])[NH:31][CH2:32][CH2:33][CH2:34][C:35]([OH:37])=[O:36])[CH:17]=[C:9]([C:10]([O:12][C:13]([CH3:16])([CH3:15])[CH3:14])=[O:11])[CH:8]=1)([CH3:4])([CH3:3])[CH3:2].CCN(C(C)C)C(C)C.[B-](F)(F)(F)F.CN(C(O[N:62]1[C:67](=[O:68])[CH2:66][CH2:65][C:63]1=[O:64])=[N+](C)C)C. (5) Given the product [F:12][C:13]([F:19])([F:18])[C:14]([OH:17])([CH2:15][CH3:16])[C:6]#[C:5][Si:2]([CH3:4])([CH3:3])[CH3:1], predict the reactants needed to synthesize it. The reactants are: [CH3:1][Si:2]([C:5]#[CH:6])([CH3:4])[CH3:3].C([Li])CCC.[F:12][C:13]([F:19])([F:18])[C:14](=[O:17])[CH2:15][CH3:16]. (6) Given the product [NH:35]1[C:39]2[CH:40]=[CH:41][CH:42]=[CH:43][C:38]=2[N:37]=[C:20]1[CH:18]1[CH2:17][N:16]([CH2:15][CH2:14][CH2:13][CH2:12][NH:11][C:9](=[O:10])[CH2:8][O:7][CH2:6][C:5]2[CH:4]=[CH:3][C:2]([F:1])=[CH:25][CH:24]=2)[CH2:19]1, predict the reactants needed to synthesize it. The reactants are: [F:1][C:2]1[CH:25]=[CH:24][C:5]([CH2:6][O:7][CH2:8][C:9]([NH:11][CH2:12][CH2:13][CH2:14][CH2:15][N:16]2[CH2:19][CH:18]([C:20](OC)=O)[CH2:17]2)=[O:10])=[CH:4][CH:3]=1.[Li+].[OH-].F[P-](F)(F)(F)(F)F.[N:35]1(O[P+](N(C)C)(N(C)C)N(C)C)[C:39]2[CH:40]=[CH:41][CH:42]=[CH:43][C:38]=2[N:37]=N1.C1(N)C=CC=CC=1N.CCN(CC)CC.